From a dataset of Reaction yield outcomes from USPTO patents with 853,638 reactions. Predict the reaction yield, written as a fraction of the theoretical maximum amount of product (1.0 means a 100% yield; for example, 0.34 means a 34% yield). (1) The reactants are [NH2:1][C:2]1[CH:14]=[C:5]2[CH2:6][N:7]([CH2:10][CH2:11][C:12]#[N:13])[CH2:8][CH2:9][N:4]2[N:3]=1.Br[C:16]1[C:17](=[O:24])[N:18]([CH3:23])[CH:19]=[C:20]([Br:22])[CH:21]=1. No catalyst specified. The product is [Br:22][C:20]1[CH:21]=[C:16]([NH:1][C:2]2[CH:14]=[C:5]3[CH2:6][N:7]([CH2:10][CH2:11][C:12]#[N:13])[CH2:8][CH2:9][N:4]3[N:3]=2)[C:17](=[O:24])[N:18]([CH3:23])[CH:19]=1. The yield is 0.630. (2) The reactants are [CH2:1]([N:8]1[CH:12]=[C:11]([C:13]2[NH:34][C:16]3=[N:17][CH:18]=[C:19]([CH:21]4[CH2:26][CH2:25][N:24](C(OC(C)(C)C)=O)[CH2:23][CH2:22]4)[CH:20]=[C:15]3[N:14]=2)[CH:10]=[N:9]1)[C:2]1[CH:7]=[CH:6][CH:5]=[CH:4][CH:3]=1.C(O)(C(F)(F)F)=O. The catalyst is C(Cl)Cl. The product is [CH2:1]([N:8]1[CH:12]=[C:11]([C:13]2[NH:34][C:16]3=[N:17][CH:18]=[C:19]([CH:21]4[CH2:26][CH2:25][NH:24][CH2:23][CH2:22]4)[CH:20]=[C:15]3[N:14]=2)[CH:10]=[N:9]1)[C:2]1[CH:3]=[CH:4][CH:5]=[CH:6][CH:7]=1. The yield is 0.730. (3) The reactants are [NH2:1][C:2]1[CH:16]=[CH:15][C:5]([C:6]([N:8]([CH2:10][CH2:11][N:12]([CH3:14])[CH3:13])[CH3:9])=[O:7])=[CH:4][CH:3]=1.[Br:17][C:18]1[CH:23]=[CH:22][C:21]([N:24]=[C:25]=[O:26])=[CH:20][CH:19]=1. The catalyst is C(Cl)Cl. The product is [Br:17][C:18]1[CH:23]=[CH:22][C:21]([NH:24][C:25](=[O:26])[NH:1][C:2]2[CH:16]=[CH:15][C:5]([C:6]([N:8]([CH2:10][CH2:11][N:12]([CH3:13])[CH3:14])[CH3:9])=[O:7])=[CH:4][CH:3]=2)=[CH:20][CH:19]=1. The yield is 0.670. (4) The reactants are [Cl:1][C:2]1[CH:3]=[C:4]([CH:7]=[CH:8][CH:9]=1)[C:5]#[N:6].[CH2:10]([OH:12])[CH3:11].Cl. No catalyst specified. The product is [ClH:1].[Cl:1][C:2]1[CH:3]=[C:4]([C:5](=[NH:6])[O:12][CH2:10][CH3:11])[CH:7]=[CH:8][CH:9]=1. The yield is 0.650.